Dataset: Full USPTO retrosynthesis dataset with 1.9M reactions from patents (1976-2016). Task: Predict the reactants needed to synthesize the given product. Given the product [CH2:1]([O:8][C:9]1[C:10]([Cl:28])=[CH:11][C:12]([C:16]([N:18]2[C:27]3[C:22](=[CH:23][CH:24]=[CH:25][CH:26]=3)[N:21]([CH3:29])[CH2:20][CH2:19]2)=[O:17])=[CH:13][C:14]=1[Cl:15])[C:2]1[CH:7]=[CH:6][CH:5]=[CH:4][CH:3]=1, predict the reactants needed to synthesize it. The reactants are: [CH2:1]([O:8][C:9]1[C:14]([Cl:15])=[CH:13][C:12]([C:16]([N:18]2[C:27]3[C:22](=[CH:23][CH:24]=[CH:25][CH:26]=3)[NH:21][CH2:20][CH2:19]2)=[O:17])=[CH:11][C:10]=1[Cl:28])[C:2]1[CH:7]=[CH:6][CH:5]=[CH:4][CH:3]=1.[C:29](=O)([O-])[O-].[K+].[K+].IC.O.